Task: Predict which catalyst facilitates the given reaction.. Dataset: Catalyst prediction with 721,799 reactions and 888 catalyst types from USPTO (1) The catalyst class is: 1. Reactant: [NH2:1][C:2]([CH:11]1[CH2:16][CH2:15][CH2:14][CH:13]=[CH:12]1)([CH3:10])[C:3]([O:5][C:6]([CH3:9])([CH3:8])[CH3:7])=[O:4].[CH3:17][O:18][C:19]1[CH:28]=[CH:27][C:22]([CH2:23][N:24]=[C:25]=[O:26])=[CH:21][CH:20]=1. Product: [CH:11]1([C:2]([NH:1][C:25]([NH:24][CH2:23][C:22]2[CH:27]=[CH:28][C:19]([O:18][CH3:17])=[CH:20][CH:21]=2)=[O:26])([CH3:10])[C:3]([O:5][C:6]([CH3:9])([CH3:8])[CH3:7])=[O:4])[CH2:16][CH2:15][CH2:14][CH:13]=[CH:12]1. (2) Reactant: C[Si]([N-][Si](C)(C)C)(C)C.[K+].[C:11]1([C:29]2[CH:34]=[CH:33][CH:32]=[CH:31][CH:30]=2)[CH:16]=[CH:15][C:14]([O:17][CH2:18][CH2:19][CH2:20][CH2:21][CH2:22][CH2:23][C:24]([O:26][CH2:27][CH3:28])=[O:25])=[CH:13][CH:12]=1.C1(S(N2C(C3C=CC=CC=3)O2)(=O)=[O:42])C=CC=CC=1. Product: [C:11]1([C:29]2[CH:30]=[CH:31][CH:32]=[CH:33][CH:34]=2)[CH:16]=[CH:15][C:14]([O:17][CH2:18][CH2:19][CH2:20][CH2:21][CH2:22][CH:23]([OH:42])[C:24]([O:26][CH2:27][CH3:28])=[O:25])=[CH:13][CH:12]=1. The catalyst class is: 1. (3) Reactant: [CH2:1](N(CC)CC)[CH3:2].[B-](F)(F)(F)C=C.[K+].Br[C:16]1[S:20][C:19]([C:21]([C:24]2[N:28]([CH:29]3[CH2:31][CH2:30]3)[C:27]([CH:32]3[CH2:34][CH2:33]3)=[N:26][N:25]=2)([CH3:23])[CH3:22])=[CH:18][CH:17]=1. Product: [CH:32]1([C:27]2[N:28]([CH:29]3[CH2:31][CH2:30]3)[C:24]([C:21]([CH3:23])([C:19]3[S:20][C:16]([CH:1]=[CH2:2])=[CH:17][CH:18]=3)[CH3:22])=[N:25][N:26]=2)[CH2:34][CH2:33]1. The catalyst class is: 259. (4) Reactant: CS(O[CH2:6][CH2:7][CH2:8][C@@H:9]1[C@:14]([C:16]2[CH:21]=[C:20]([Br:22])[CH:19]=[CH:18][C:17]=2[F:23])([CH3:15])[N:13]=[C:12]([NH:24][C:25]([O:27][C:28]([CH3:31])([CH3:30])[CH3:29])=[O:26])[CH2:11][S:10]1(=[O:33])=[O:32])(=O)=O.C(=O)([O-])[O-].[Cs+].[Cs+]. Product: [Br:22][C:20]1[CH:19]=[CH:18][C:17]([F:23])=[C:16]([C@:14]2([CH3:15])[C@@H:9]3[S:10](=[O:32])(=[O:33])[C@@H:11]([CH2:6][CH2:7][CH2:8]3)[C:12]([NH:24][C:25](=[O:26])[O:27][C:28]([CH3:31])([CH3:30])[CH3:29])=[N:13]2)[CH:21]=1. The catalyst class is: 10. (5) Reactant: [CH3:1][C:2]1[CH:3]=[C:4]([NH:16][C:17]2[C:27]3[CH:26]=[C:25]([C:28](O)=[O:29])[CH2:24][CH2:23][NH:22][C:21]=3[N:20]=[CH:19][N:18]=2)[CH:5]=[CH:6][C:7]=1[O:8][C:9]1[CH:10]=[N:11][C:12]([CH3:15])=[CH:13][CH:14]=1.Cl.[NH2:32][O:33][CH2:34][CH2:35][S:36]([CH3:39])(=[O:38])=[O:37].Cl.C(N=C=NCCCN(C)C)C.O.ON1C2C=CC=CC=2N=N1. Product: [CH3:1][C:2]1[CH:3]=[C:4]([NH:16][C:17]2[C:27]3[CH:26]=[C:25]([C:28]([NH:32][O:33][CH2:34][CH2:35][S:36]([CH3:39])(=[O:38])=[O:37])=[O:29])[CH2:24][CH2:23][NH:22][C:21]=3[N:20]=[CH:19][N:18]=2)[CH:5]=[CH:6][C:7]=1[O:8][C:9]1[CH:10]=[N:11][C:12]([CH3:15])=[CH:13][CH:14]=1. The catalyst class is: 289. (6) Reactant: C(O[C:9]([N:11](C)[C@H:12]([CH2:30][O:31][Si:32]([C:35]([CH3:38])([CH3:37])[CH3:36])([CH3:34])[CH3:33])[CH2:13][CH2:14][C:15]([N:17]1[CH2:22][CH2:21][N:20]([C:23]([O:25][C:26]([CH3:29])([CH3:28])[CH3:27])=[O:24])[CH2:19][CH2:18]1)=[O:16])=O)C1C=CC=CC=1. Product: [Si:32]([O:31][CH2:30][C@@H:12]([NH:11][CH3:9])[CH2:13][CH2:14][C:15]([N:17]1[CH2:22][CH2:21][N:20]([C:23]([O:25][C:26]([CH3:29])([CH3:28])[CH3:27])=[O:24])[CH2:19][CH2:18]1)=[O:16])([C:35]([CH3:38])([CH3:37])[CH3:36])([CH3:34])[CH3:33]. The catalyst class is: 29. (7) Reactant: [S:1]1[CH:5]=[CH:4][N:3]=[CH:2]1.[CH:6]([CH:8]1[CH2:13][CH2:12][CH2:11][N:10]([C:14]([O:16][C:17]([CH3:20])([CH3:19])[CH3:18])=[O:15])[CH2:9]1)=[O:7]. Product: [OH:7][CH:6]([C:2]1[S:1][CH:5]=[CH:4][N:3]=1)[CH:8]1[CH2:13][CH2:12][CH2:11][N:10]([C:14]([O:16][C:17]([CH3:20])([CH3:19])[CH3:18])=[O:15])[CH2:9]1. The catalyst class is: 188. (8) Reactant: Cl[CH2:2][CH2:3][CH2:4][N:5]1[C:9]2[CH:10]=[CH:11][C:12]([N+:14]([O-:16])=[O:15])=[CH:13][C:8]=2[O:7][C:6]1=[O:17]. Product: [CH:8]([O:7][C:6]([N:5]1[C:9]2[CH:10]=[CH:11][C:12]([N+:14]([O-:16])=[O:15])=[CH:13][C:8]=2[O:7][CH2:2][CH2:3][CH2:4]1)=[O:17])([CH3:13])[CH3:9]. The catalyst class is: 32.